Task: Predict which catalyst facilitates the given reaction.. Dataset: Catalyst prediction with 721,799 reactions and 888 catalyst types from USPTO (1) Reactant: [Cl:1][C:2]1[CH:10]=[CH:9][C:5]([C:6](O)=[O:7])=[C:4]([N+:11]([O-:13])=[O:12])[CH:3]=1.O=S(Cl)[Cl:16].Cl. Product: [Cl:1][C:2]1[CH:10]=[CH:9][C:5]([C:6]([Cl:16])=[O:7])=[C:4]([N+:11]([O-:13])=[O:12])[CH:3]=1. The catalyst class is: 3. (2) Reactant: [CH:1]1([NH:4][C:5](=[O:43])[C:6]2[CH:11]=[CH:10][C:9]([C:12]3[CH:13]=[N:14][N:15]4[C:20]([N:21]([CH2:29][C:30]5[CH:35]=[CH:34][C:33]([O:36][CH3:37])=[CH:32][CH:31]=5)[CH2:22][CH:23]5[CH2:28][CH2:27][O:26][CH2:25][CH2:24]5)=[N:19][C:18](S(C)(=O)=O)=[N:17][C:16]=34)=[CH:8][C:7]=2[CH3:42])[CH2:3][CH2:2]1.Cl.FC(F)(F)C(N)(C)C.C[CH2:54][N:55](C(C)C)[CH:56](C)C. Product: [CH:1]1([NH:4][C:5](=[O:43])[C:6]2[CH:11]=[CH:10][C:9]([C:12]3[CH:13]=[N:14][N:15]4[C:20]([N:21]([CH2:29][C:30]5[CH:35]=[CH:34][C:33]([O:36][CH3:37])=[CH:32][CH:31]=5)[CH2:22][CH:23]5[CH2:28][CH2:27][O:26][CH2:25][CH2:24]5)=[N:19][C:18]([N:55]([CH3:56])[CH3:54])=[N:17][C:16]=34)=[CH:8][C:7]=2[CH3:42])[CH2:3][CH2:2]1. The catalyst class is: 3. (3) Reactant: [CH3:1][CH:2]([N:4]([CH2:9][C@@H:10]1[NH:15][CH2:14][CH2:13][N:12]([C:16]([O:18][C:19]([CH3:22])([CH3:21])[CH3:20])=[O:17])[CH2:11]1)[S:5]([CH3:8])(=[O:7])=[O:6])[CH3:3].Cl[C:24]1[N:29]=[CH:28][C:27]([C:30]([OH:39])([C:35]([F:38])([F:37])[F:36])[C:31]([F:34])([F:33])[F:32])=[CH:26][N:25]=1.CCN(C(C)C)C(C)C. Product: [CH3:3][CH:2]([N:4]([CH2:9][C@@H:10]1[N:15]([C:24]2[N:25]=[CH:26][C:27]([C:30]([OH:39])([C:31]([F:32])([F:33])[F:34])[C:35]([F:37])([F:38])[F:36])=[CH:28][N:29]=2)[CH2:14][CH2:13][N:12]([C:16]([O:18][C:19]([CH3:20])([CH3:22])[CH3:21])=[O:17])[CH2:11]1)[S:5]([CH3:8])(=[O:6])=[O:7])[CH3:1]. The catalyst class is: 12. (4) Reactant: [H-].[Na+].[CH:3]1[C:12]2[C:7](=[CH:8][CH:9]=[CH:10][CH:11]=2)[CH:6]=[CH:5][C:4]=1[SH:13].[CH3:14][O:15][C:16]([C:18]1[S:19][C:20]([N+:24]([O-:26])=[O:25])=[C:21](Br)[CH:22]=1)=[O:17]. Product: [CH3:14][O:15][C:16]([C:18]1[S:19][C:20]([N+:24]([O-:26])=[O:25])=[C:21]([S:13][C:4]2[CH:5]=[CH:6][C:7]3[C:12](=[CH:11][CH:10]=[CH:9][CH:8]=3)[CH:3]=2)[CH:22]=1)=[O:17]. The catalyst class is: 3. (5) The catalyst class is: 58. Product: [CH3:1][O:2][C:3]([C@H:5]1[N:9]2[C:10](=[O:30])[C:11]([C:28]([OH:31])=[O:29])=[C:12]([CH2:17][C:18]3[C:27]4[C:22](=[CH:23][CH:24]=[CH:25][CH:26]=4)[CH:21]=[CH:20][CH:19]=3)[C:13]([CH:14]3[CH2:16][CH2:15]3)=[C:8]2[S:7][CH2:6]1)=[O:4]. Reactant: [CH3:1][O:2][C:3]([CH:5]1[N:9]2[C:10](=[O:30])[C:11]([CH:28]=[O:29])=[C:12]([CH2:17][C:18]3[C:27]4[C:22](=[CH:23][CH:24]=[CH:25][CH:26]=4)[CH:21]=[CH:20][CH:19]=3)[C:13]([CH:14]3[CH2:16][CH2:15]3)=[C:8]2[S:7][CH2:6]1)=[O:4].[O-:31]Cl=O.[Na+].Cl. (6) Reactant: Br[C:2]1[CH:7]=[CH:6][C:5]([C:8]2[O:9][C:10]([CH3:20])=[C:11]([CH2:13][CH2:14][N:15]3[CH2:19][CH2:18][CH2:17][CH2:16]3)[N:12]=2)=[CH:4][CH:3]=1.[N:21]1[CH:26]=[CH:25][C:24](B(O)O)=[CH:23][CH:22]=1.C(Cl)Cl.C(=O)([O-])[O-].[Na+].[Na+]. Product: [CH3:20][C:10]1[O:9][C:8]([C:5]2[CH:6]=[CH:7][C:2]([C:24]3[CH:25]=[CH:26][N:21]=[CH:22][CH:23]=3)=[CH:3][CH:4]=2)=[N:12][C:11]=1[CH2:13][CH2:14][N:15]1[CH2:19][CH2:18][CH2:17][CH2:16]1. The catalyst class is: 12. (7) Reactant: Br[C:2]1[CH:7]=[C:6]([C:8]([F:11])([F:10])[F:9])[CH:5]=[CH:4][C:3]=1[CH2:12][CH2:13][C:14]([OH:16])=O.C([Li])CCC.Cl. Product: [F:11][C:8]([F:9])([F:10])[C:6]1[CH:7]=[C:2]2[C:3]([CH2:12][CH2:13][C:14]2=[O:16])=[CH:4][CH:5]=1. The catalyst class is: 134. (8) Reactant: [CH2:1]([N:8]1[CH2:13][CH2:12][CH:11]([N:14]([CH2:22][C:23]2[N:24]=[C:25]([CH2:36][OH:37])[N:26](COCC[Si](C)(C)C)[CH:27]=2)C(=O)OC(C)(C)C)[CH2:10][CH2:9]1)[C:2]1[CH:7]=[CH:6][CH:5]=[CH:4][CH:3]=1.O.C(=O)([O-])O.[Na+]. Product: [CH2:1]([N:8]1[CH2:13][CH2:12][CH:11]([NH:14][CH2:22][C:23]2[N:24]=[C:25]([CH2:36][OH:37])[NH:26][CH:27]=2)[CH2:10][CH2:9]1)[C:2]1[CH:3]=[CH:4][CH:5]=[CH:6][CH:7]=1. The catalyst class is: 55. (9) Reactant: [Cl:1][C:2]1[CH:12]=[CH:11][CH:10]=[C:4]2[C:5]([O:7][C:8](=[O:9])[C:3]=12)=O.Cl.[NH2:14][CH:15]1[CH2:20][CH2:19][C:18](=[O:21])[NH:17][C:16]1=[O:22].C([O-])(=O)C.[Na+]. Product: [O:22]=[C:16]1[CH:15]([N:14]2[C:8](=[O:9])[C:3]3[C:4](=[CH:10][CH:11]=[CH:12][C:2]=3[Cl:1])[C:5]2=[O:7])[CH2:20][CH2:19][C:18](=[O:21])[NH:17]1. The catalyst class is: 15.